From a dataset of Forward reaction prediction with 1.9M reactions from USPTO patents (1976-2016). Predict the product of the given reaction. (1) Given the reactants [Br:1][C:2]1[CH:10]=[C:9](/[CH:11]=[CH:12]/[CH:13]([C:18]2[CH:23]=[C:22]([Cl:24])[C:21]([Cl:25])=[C:20]([Cl:26])[CH:19]=2)[C:14]([F:17])([F:16])[F:15])[CH:8]=[CH:7][C:3]=1[C:4](O)=[O:5].[CH3:27][N:28]([C:30](=[O:33])[CH2:31][CH3:32])[NH2:29].CCN=C=NCCCN(C)C.Cl.CCN(C(C)C)C(C)C, predict the reaction product. The product is: [Br:1][C:2]1[CH:10]=[C:9](/[CH:11]=[CH:12]/[CH:13]([C:18]2[CH:19]=[C:20]([Cl:26])[C:21]([Cl:25])=[C:22]([Cl:24])[CH:23]=2)[C:14]([F:17])([F:15])[F:16])[CH:8]=[CH:7][C:3]=1[C:4]([NH:29][N:28]([CH3:27])[C:30](=[O:33])[CH2:31][CH3:32])=[O:5]. (2) Given the reactants [NH:1]1[CH2:9][CH2:8][CH:4]([C:5]([OH:7])=[O:6])[CH2:3][CH2:2]1.C(O)(=O)C.[C:14]([N:19]1[CH2:24][CH2:23][C:22](=O)[CH2:21][CH2:20]1)([O:16][CH2:17][CH3:18])=[O:15], predict the reaction product. The product is: [CH2:17]([O:16][C:14]([N:19]1[CH2:24][CH2:23][CH:22]([N:1]2[CH2:9][CH2:8][CH:4]([C:5]([OH:7])=[O:6])[CH2:3][CH2:2]2)[CH2:21][CH2:20]1)=[O:15])[CH3:18]. (3) Given the reactants [F:1][C:2]([F:13])([F:12])[C:3]1[CH:11]=[CH:10][C:6]([C:7](Cl)=[O:8])=[CH:5][CH:4]=1.[OH:14][CH:15]1[CH2:20][CH2:19][NH:18][CH2:17][CH2:16]1.C(N(CC)CC)C, predict the reaction product. The product is: [F:1][C:2]([F:13])([F:12])[C:3]1[CH:11]=[CH:10][C:6]([C:7]([N:18]2[CH2:19][CH2:20][CH:15]([OH:14])[CH2:16][CH2:17]2)=[O:8])=[CH:5][CH:4]=1. (4) Given the reactants Br[C:2]1[C:10]2[C:5](=[N:6][CH:7]=[N:8][C:9]=2[NH:11][C:12]2[CH:13]=[C:14]3[C:18](=[CH:19][C:20]=2[O:21][CH3:22])[NH:17][N:16]=[CH:15]3)[NH:4][N:3]=1.[N:23]1[CH:28]=[CH:27][C:26](B(O)O)=[CH:25][CH:24]=1, predict the reaction product. The product is: [CH3:22][O:21][C:20]1[CH:19]=[C:18]2[C:14]([CH:15]=[N:16][NH:17]2)=[CH:13][C:12]=1[NH:11][C:9]1[N:8]=[CH:7][N:6]=[C:5]2[NH:4][N:3]=[C:2]([C:26]3[CH:27]=[CH:28][N:23]=[CH:24][CH:25]=3)[C:10]=12. (5) Given the reactants C([O:8][C:9]1[CH:17]=[CH:16][CH:15]=[C:14]2[C:10]=1[CH:11]=[CH:12][NH:13]2)C1C=CC=CC=1.[H-].[Na+].[CH:20]([Si:23](Cl)([CH:27]([CH3:29])[CH3:28])[CH:24]([CH3:26])[CH3:25])([CH3:22])[CH3:21], predict the reaction product. The product is: [CH:20]([Si:23]([CH:27]([CH3:29])[CH3:28])([CH:24]([CH3:26])[CH3:25])[N:13]1[C:14]2[CH:15]=[CH:16][CH:17]=[C:9]([OH:8])[C:10]=2[CH:11]=[CH:12]1)([CH3:22])[CH3:21]. (6) Given the reactants [N+:1]([C:4]1[C:5]([O:27][C:28]2[CH:33]=[CH:32][CH:31]=[CH:30][CH:29]=2)=[N:6][C:7]2[CH2:8][CH2:9][CH2:10][CH2:11][C:12]=2[C:13]=1[NH:14][CH2:15][CH2:16][O:17][CH2:18][CH2:19][CH2:20][C:21]1[CH:22]=[N:23][CH:24]=[CH:25][CH:26]=1)([O-])=O.[H][H], predict the reaction product. The product is: [O:27]([C:5]1[C:4]([NH2:1])=[C:13]([NH:14][CH2:15][CH2:16][O:17][CH2:18][CH2:19][CH2:20][C:21]2[CH:22]=[N:23][CH:24]=[CH:25][CH:26]=2)[C:12]2[CH2:11][CH2:10][CH2:9][CH2:8][C:7]=2[N:6]=1)[C:28]1[CH:29]=[CH:30][CH:31]=[CH:32][CH:33]=1. (7) Given the reactants [CH3:1][CH2:2][CH2:3][CH2:4]CC.C=CC=C.[CH2:11]=[CH:12][C:13](=[CH2:15])[CH3:14].[Nd], predict the reaction product. The product is: [CH2:1]=[CH:2][CH:3]=[CH2:4].[CH2:11]=[CH:12][C:13](=[CH2:14])[CH3:15]. (8) The product is: [O:10]=[C:5]([CH2:6][CH2:7][CH2:8][CH3:9])[CH2:4][C:3]([NH2:12])=[O:2]. Given the reactants C[O:2][C:3](=O)[CH2:4][C:5](=[O:10])[CH2:6][CH2:7][CH2:8][CH3:9].[NH3:12], predict the reaction product.